This data is from Serine/threonine kinase 33 screen with 319,792 compounds. The task is: Binary Classification. Given a drug SMILES string, predict its activity (active/inactive) in a high-throughput screening assay against a specified biological target. (1) The molecule is Clc1ccc(CSc2n(nc(c2C(=O)Nc2cc(c(cc2)C)C)C(F)(F)F)C)cc1. The result is 0 (inactive). (2) The compound is S(c1n(\c([nH]n1)=C1\C(=O)C=CC=C1)CC=C)CC(=O)N. The result is 0 (inactive).